Dataset: Reaction yield outcomes from USPTO patents with 853,638 reactions. Task: Predict the reaction yield, written as a fraction of the theoretical maximum amount of product (1.0 means a 100% yield; for example, 0.34 means a 34% yield). The reactants are [CH3:1][S:2][C:3]1[CH:8]=[CH:7][C:6]([CH2:9][C:10]([OH:12])=[O:11])=[CH:5][CH:4]=1.S(=O)(=O)(O)O.[CH3:18]O. No catalyst specified. The product is [CH3:18][O:11][C:10](=[O:12])[CH2:9][C:6]1[CH:5]=[CH:4][C:3]([S:2][CH3:1])=[CH:8][CH:7]=1. The yield is 0.980.